Dataset: Peptide-MHC class I binding affinity with 185,985 pairs from IEDB/IMGT. Task: Regression. Given a peptide amino acid sequence and an MHC pseudo amino acid sequence, predict their binding affinity value. This is MHC class I binding data. (1) The peptide sequence is AFSGVSWTM. The MHC is HLA-A24:02 with pseudo-sequence HLA-A24:02. The binding affinity (normalized) is 0.417. (2) The peptide sequence is LRTELTYLQYG. The MHC is HLA-B27:05 with pseudo-sequence HLA-B27:05. The binding affinity (normalized) is 0.338. (3) The peptide sequence is PLIISTDQDT. The MHC is HLA-A02:02 with pseudo-sequence HLA-A02:02. The binding affinity (normalized) is 0.00964. (4) The peptide sequence is NIISRTRLY. The MHC is HLA-A33:01 with pseudo-sequence HLA-A33:01. The binding affinity (normalized) is 0.147. (5) The peptide sequence is MAMTDTTPF. The MHC is HLA-B58:01 with pseudo-sequence HLA-B58:01. The binding affinity (normalized) is 0.781. (6) The MHC is HLA-A68:02 with pseudo-sequence HLA-A68:02. The binding affinity (normalized) is 0.426. The peptide sequence is YLISIFLHL. (7) The peptide sequence is KSFGRISVL. The MHC is HLA-B58:01 with pseudo-sequence HLA-B58:01. The binding affinity (normalized) is 0.734. (8) The peptide sequence is AEAASATPL. The MHC is BoLA-HD6 with pseudo-sequence BoLA-HD6. The binding affinity (normalized) is 0.308. (9) The peptide sequence is TLLIKTLSPA. The MHC is HLA-A02:01 with pseudo-sequence HLA-A02:01. The binding affinity (normalized) is 1.00.